Dataset: Full USPTO retrosynthesis dataset with 1.9M reactions from patents (1976-2016). Task: Predict the reactants needed to synthesize the given product. (1) Given the product [N:6]1([C:11]2[N:12]=[C:13]([N:23]3[CH2:28][CH2:27][O:26][CH2:25][CH2:24]3)[C:14]3[N:20]=[C:19]([CH2:21][N:31]([CH3:32])[CH3:30])[CH:18]=[CH:17][C:15]=3[N:16]=2)[CH:10]=[CH:9][N:8]=[CH:7]1, predict the reactants needed to synthesize it. The reactants are: CS(Cl)(=O)=O.[N:6]1([C:11]2[N:12]=[C:13]([N:23]3[CH2:28][CH2:27][O:26][CH2:25][CH2:24]3)[C:14]3[N:20]=[C:19]([CH2:21]O)[CH:18]=[CH:17][C:15]=3[N:16]=2)[CH:10]=[CH:9][N:8]=[CH:7]1.C[CH2:30][N:31](C(C)C)[CH:32](C)C.CNC. (2) Given the product [I:18][C:2]1[O:1][C:5]2[C:4](=[C:9]([C:10]([OH:12])=[O:11])[CH:8]=[CH:7][CH:6]=2)[CH:3]=1, predict the reactants needed to synthesize it. The reactants are: [O:1]1[C:5]2=[CH:6][CH:7]=[CH:8][C:9]([C:10]([OH:12])=[O:11])=[C:4]2[CH:3]=[CH:2]1.C([Li])(C)(C)C.[I:18]I.C(Cl)Cl.CO. (3) Given the product [Br:1][C:2]1[CH:7]=[CH:6][C:5]([S:8]([N:36]([CH3:37])[CH2:34][C:31]2[CH:30]=[CH:29][CH:28]=[C:27]([C:26]([N:16]3[C:17]4[C:22](=[CH:21][CH:20]=[CH:19][CH:18]=4)[NH:23][C:24](=[O:25])[CH2:15]3)=[O:33])[CH:32]=2)(=[O:10])=[O:9])=[CH:4][CH:3]=1, predict the reactants needed to synthesize it. The reactants are: [Br:1][C:2]1[CH:7]=[CH:6][C:5]([S:8](Cl)(=[O:10])=[O:9])=[CH:4][CH:3]=1.CNC[CH:15]1[C:24](=[O:25])[NH:23][C:22]2[C:17](=[CH:18][CH:19]=[CH:20][CH:21]=2)[N:16]1[C:26](=[O:33])[C:27]1[CH:32]=[CH:31][CH:30]=[CH:29][CH:28]=1.[CH2:34]([N:36](CC)[CH2:37]C)C. (4) Given the product [NH2:14][C:15]1[CH:20]=[CH:19][N:18]([C@H:21]2[O:25][C@@H:24]([CH2:26][OH:27])[S:23][CH2:22]2)[C:17](=[O:28])[N:16]=1, predict the reactants needed to synthesize it. The reactants are: C(O)(C)C.O.C(O)(=O)CCC(O)=O.[NH2:14][C:15]1[CH:20]=[CH:19][N:18]([C@H:21]2[O:25][C@@H:24]([CH2:26][OH:27])[S:23][CH2:22]2)[C:17](=[O:28])[N:16]=1.C(N(CC)CC)C.